This data is from Full USPTO retrosynthesis dataset with 1.9M reactions from patents (1976-2016). The task is: Predict the reactants needed to synthesize the given product. (1) The reactants are: [Cl-].[Cl:2][C:3]1[CH:8]=[CH:7][C:6]([C@@:9]2([OH:23])[CH2:14][CH2:13][N:12]([C:15](=[O:20])[C@H:16]([NH3+:19])[CH2:17][CH3:18])[CH2:11][C:10]2([CH3:22])[CH3:21])=[CH:5][CH:4]=1.[CH:24]1([C:29](Cl)=[O:30])[CH2:28][CH2:27][CH2:26][CH2:25]1.CCN(C(C)C)C(C)C. Given the product [Cl:2][C:3]1[CH:4]=[CH:5][C:6]([C@@:9]2([OH:23])[CH2:14][CH2:13][N:12]([C:15](=[O:20])[C@H:16]([NH:19][C:29]([CH:24]3[CH2:28][CH2:27][CH2:26][CH2:25]3)=[O:30])[CH2:17][CH3:18])[CH2:11][C:10]2([CH3:22])[CH3:21])=[CH:7][CH:8]=1, predict the reactants needed to synthesize it. (2) Given the product [Br:20][C:11]1[N:10]([CH3:19])[N:9]=[C:8]([C:5]2[CH:4]=[CH:3][C:2]([F:1])=[CH:7][CH:6]=2)[C:12]=1[C:13]1[CH:18]=[CH:17][N:16]=[CH:15][CH:14]=1, predict the reactants needed to synthesize it. The reactants are: [F:1][C:2]1[CH:7]=[CH:6][C:5]([C:8]2[C:12]([C:13]3[CH:18]=[CH:17][N:16]=[CH:15][CH:14]=3)=[CH:11][N:10]([CH3:19])[N:9]=2)=[CH:4][CH:3]=1.[Br:20]Br. (3) Given the product [F:27][C@@:21]12[C@:20]3([CH3:28])[C:15](=[CH:16][C:17](=[O:29])[CH2:18][CH2:19]3)[CH2:14][CH2:13][C@H:12]1[C@H:11]1[C@@:24]([CH3:25])([C@@:8]([OH:30])([C:6]([OH:35])=[O:7])[CH2:9][CH2:10]1)[CH2:23][C@@H:22]2[OH:26], predict the reactants needed to synthesize it. The reactants are: C(OC[C:6]([C@:8]1([OH:30])[C@:24]2([CH3:25])[C@H:11]([C@H:12]3[C@:21]([F:27])([C@@H:22]([OH:26])[CH2:23]2)[C@:20]2([CH3:28])[C:15](=[CH:16][C:17](=[O:29])[CH2:18][CH2:19]2)[CH2:14][CH2:13]3)[CH2:10][CH2:9]1)=[O:7])(=O)C.[OH-].[Na+].Cl.I(O)(O)(O)(O)(O)=[O:35]. (4) Given the product [CH3:52][O:51][C:48]1[CH:49]=[CH:50][C:45]2[N:44]([CH3:53])[C:43](=[O:54])[N:42]([CH2:41][C@H:38]3[CH2:39][CH2:40][C@H:35]([C:32](=[O:34])[CH2:33][C:13]([C:14]4[CH:15]=[CH:16][N:17]=[CH:18][CH:19]=4)=[O:21])[CH2:36][CH2:37]3)[C:46]=2[CH:47]=1, predict the reactants needed to synthesize it. The reactants are: C1N=CN(C(N2C=NC=C2)=O)C=1.[C:13]([OH:21])(=O)[C:14]1[CH:19]=[CH:18][N:17]=[CH:16][CH:15]=1.[Li+].C[Si]([N-][Si](C)(C)C)(C)C.[C:32]([C@H:35]1[CH2:40][CH2:39][C@H:38]([CH2:41][N:42]2[C:46]3[CH:47]=[C:48]([O:51][CH3:52])[CH:49]=[CH:50][C:45]=3[N:44]([CH3:53])[C:43]2=[O:54])[CH2:37][CH2:36]1)(=[O:34])[CH3:33]. (5) Given the product [Cl:1][C:2]1[CH:7]=[C:6]([N:18]2[CH2:23][CH2:22][O:21][CH2:20][CH2:19]2)[N:5]2[N:9]=[C:10]([C:12]3[CH:17]=[CH:16][CH:15]=[CH:14][N:13]=3)[CH:11]=[C:4]2[N:3]=1, predict the reactants needed to synthesize it. The reactants are: [Cl:1][C:2]1[CH:7]=[C:6](Cl)[N:5]2[N:9]=[C:10]([C:12]3[CH:17]=[CH:16][CH:15]=[CH:14][N:13]=3)[CH:11]=[C:4]2[N:3]=1.[NH:18]1[CH2:23][CH2:22][O:21][CH2:20][CH2:19]1.